From a dataset of Forward reaction prediction with 1.9M reactions from USPTO patents (1976-2016). Predict the product of the given reaction. (1) Given the reactants [Cr](Cl)([O-])(=O)=O.[NH+]1C=CC=CC=1.[Cl:12][C:13]1[CH:18]=[CH:17][C:16]([CH2:19][OH:20])=[CH:15][C:14]=1[O:21][CH3:22], predict the reaction product. The product is: [Cl:12][C:13]1[CH:18]=[CH:17][C:16]([CH:19]=[O:20])=[CH:15][C:14]=1[O:21][CH3:22]. (2) Given the reactants [NH2:1][C:2]1[N:7]=[C:6](Cl)[CH:5]=[C:4](Cl)[N:3]=1.Cl.[Br:11][C:12]1[CH:21]=[C:20]2[C:15]([CH2:16][CH2:17][NH:18][CH2:19]2)=[CH:14][C:13]=1[F:22].[CH3:23][N:24]1[CH2:29][CH2:28][N:27](C)[CH2:26][CH2:25]1.C(O)(C)(C)C.CN1CCNCC1, predict the reaction product. The product is: [Br:11][C:12]1[CH:21]=[C:20]2[C:15]([CH2:16][CH2:17][N:18]([C:4]3[CH:5]=[C:6]([N:27]4[CH2:28][CH2:29][N:24]([CH3:23])[CH2:25][CH2:26]4)[N:7]=[C:2]([NH2:1])[N:3]=3)[CH2:19]2)=[CH:14][C:13]=1[F:22]. (3) Given the reactants C([N:8]1[CH2:13][CH:12]([CH3:14])[C:11](=[O:15])[C:10]([CH3:17])([CH3:16])[CH2:9]1)C1C=CC=CC=1, predict the reaction product. The product is: [CH3:16][C:10]1([CH3:17])[C:11](=[O:15])[CH:12]([CH3:14])[CH2:13][NH:8][CH2:9]1. (4) Given the reactants [O:1]1[C:5]2[CH:6]=[CH:7][CH:8]=[CH:9][C:4]=2[O:3][CH2:2]1.[N+:10]([O-])([OH:12])=[O:11], predict the reaction product. The product is: [N+:10]([C:8]1[CH:7]=[CH:6][C:5]2[O:1][CH2:2][O:3][C:4]=2[CH:9]=1)([O-:12])=[O:11].